From a dataset of Full USPTO retrosynthesis dataset with 1.9M reactions from patents (1976-2016). Predict the reactants needed to synthesize the given product. Given the product [NH2:23][C@H:21]([C:20]1[N:19]=[C:18]2[CH:24]=[CH:25][N:26]([CH3:27])[C:17]2=[CH:16][C:15]=1[N:4]1[CH2:5][CH2:6][N:1]([C:7]([O:9][C:10]([CH3:13])([CH3:12])[CH3:11])=[O:8])[CH2:2][CH2:3]1)[CH3:22], predict the reactants needed to synthesize it. The reactants are: [N:1]1([C:7]([O:9][C:10]([CH3:13])([CH3:12])[CH3:11])=[O:8])[CH2:6][CH2:5][NH:4][CH2:3][CH2:2]1.Br[C:15]1[CH:16]=[C:17]2[N:26]([CH3:27])[CH:25]=[CH:24][C:18]2=[N:19][C:20]=1[C@@H:21]([NH2:23])[CH3:22].CC([O-])(C)C.[K+].C([O-])(O)=O.[Na+].